Dataset: Catalyst prediction with 721,799 reactions and 888 catalyst types from USPTO. Task: Predict which catalyst facilitates the given reaction. Reactant: C(=O)([O-])[O-].[K+].[K+].Br[CH2:8][CH2:9][CH:10]([CH3:17])[CH2:11][CH2:12][CH2:13][CH:14]([CH3:16])[CH3:15].[OH:18][C:19]1[CH:28]=[CH:27][C:22]([C:23]([O:25][CH3:26])=[O:24])=[CH:21][CH:20]=1. Product: [CH3:26][O:25][C:23](=[O:24])[C:22]1[CH:27]=[CH:28][C:19]([O:18][CH2:8][CH2:9][CH:10]([CH3:17])[CH2:11][CH2:12][CH2:13][CH:14]([CH3:16])[CH3:15])=[CH:20][CH:21]=1. The catalyst class is: 9.